From a dataset of Peptide-MHC class II binding affinity with 134,281 pairs from IEDB. Regression. Given a peptide amino acid sequence and an MHC pseudo amino acid sequence, predict their binding affinity value. This is MHC class II binding data. The peptide sequence is TPESATPFPHRKGVL. The MHC is DRB1_0301 with pseudo-sequence DRB1_0301. The binding affinity (normalized) is 0.